This data is from Full USPTO retrosynthesis dataset with 1.9M reactions from patents (1976-2016). The task is: Predict the reactants needed to synthesize the given product. Given the product [Cl:27][C:28]1[C:29]([C:37]([NH2:39])=[O:38])=[N:30][C:31]([CH2:35][CH3:36])=[C:32]([S:11][C:12]2[CH:17]=[CH:16][CH:15]=[C:14]([N+:18]([O-:20])=[O:19])[CH:13]=2)[N:33]=1, predict the reactants needed to synthesize it. The reactants are: [N+:18]([C:14]1[CH:13]=[C:12]([S:11][S:11][C:12]2[CH:17]=[CH:16][CH:15]=[C:14]([N+:18]([O-:20])=[O:19])[CH:13]=2)[CH:17]=[CH:16][CH:15]=1)([O-:20])=[O:19].C(=O)([O-])[O-].[K+].[K+].[Cl:27][C:28]1[C:29]([C:37]([NH2:39])=[O:38])=[N:30][C:31]([CH2:35][CH3:36])=[C:32](Cl)[N:33]=1.S([O-])[O-].[Na+].C=O.[Na+].